Dataset: Full USPTO retrosynthesis dataset with 1.9M reactions from patents (1976-2016). Task: Predict the reactants needed to synthesize the given product. (1) Given the product [NH:2]([CH2:5][CH2:6][CH2:7][NH:8][C:9](=[O:15])[O:10][C:11]([CH3:14])([CH3:13])[CH3:12])[NH2:3], predict the reactants needed to synthesize it. The reactants are: O.[NH2:2][NH2:3].Cl[CH2:5][CH2:6][CH2:7][NH:8][C:9](=[O:15])[O:10][C:11]([CH3:14])([CH3:13])[CH3:12]. (2) Given the product [C:1]([O:5][C:6]([N:8]1[CH2:13][CH2:12][N:11]2[C:14]([C:19]3[CH:24]=[CH:23][CH:22]=[CH:21][CH:20]=3)=[C:15]([C:17]#[N:18])[C:16]([I:25])=[C:10]2[CH2:9]1)=[O:7])([CH3:4])([CH3:2])[CH3:3], predict the reactants needed to synthesize it. The reactants are: [C:1]([O:5][C:6]([N:8]1[CH2:13][CH2:12][N:11]2[C:14]([C:19]3[CH:24]=[CH:23][CH:22]=[CH:21][CH:20]=3)=[C:15]([C:17]#[N:18])[CH:16]=[C:10]2[CH2:9]1)=[O:7])([CH3:4])([CH3:3])[CH3:2].[I:25]NC(=O)CCC(N)=O.O.C(OCC)(=O)C. (3) Given the product [F:11][C:2]([F:1])([F:10])[C:3]1[N:8]=[CH:7][C:6]([O:9][CH2:13][CH2:14][CH2:15][O:16][C:18]2[CH:23]=[CH:22][C:21]([CH:24]([C:30]#[C:31][CH3:32])[CH2:25][C:26]([OH:28])=[O:27])=[CH:20][CH:19]=2)=[CH:5][CH:4]=1, predict the reactants needed to synthesize it. The reactants are: [F:1][C:2]([F:11])([F:10])[C:3]1[N:8]=[CH:7][C:6]([OH:9])=[CH:5][CH:4]=1.Br[CH2:13][CH2:14][CH2:15][OH:16].O[C:18]1[CH:23]=[CH:22][C:21]([CH:24]([C:30]#[C:31][CH3:32])[CH2:25][C:26]([O:28]C)=[O:27])=[CH:20][CH:19]=1.